This data is from NCI-60 drug combinations with 297,098 pairs across 59 cell lines. The task is: Regression. Given two drug SMILES strings and cell line genomic features, predict the synergy score measuring deviation from expected non-interaction effect. (1) Drug 1: CC12CCC3C(C1CCC2=O)CC(=C)C4=CC(=O)C=CC34C. Drug 2: CC1C(C(CC(O1)OC2CC(CC3=C2C(=C4C(=C3O)C(=O)C5=CC=CC=C5C4=O)O)(C(=O)C)O)N)O. Cell line: DU-145. Synergy scores: CSS=39.7, Synergy_ZIP=0.912, Synergy_Bliss=-0.435, Synergy_Loewe=-10.4, Synergy_HSA=-0.667. (2) Drug 1: CC1C(C(CC(O1)OC2CC(OC(C2O)C)OC3=CC4=CC5=C(C(=O)C(C(C5)C(C(=O)C(C(C)O)O)OC)OC6CC(C(C(O6)C)O)OC7CC(C(C(O7)C)O)OC8CC(C(C(O8)C)O)(C)O)C(=C4C(=C3C)O)O)O)O. Drug 2: C1CNP(=O)(OC1)N(CCCl)CCCl. Cell line: RPMI-8226. Synergy scores: CSS=18.5, Synergy_ZIP=-0.604, Synergy_Bliss=1.42, Synergy_Loewe=0.675, Synergy_HSA=0.969.